This data is from NCI-60 drug combinations with 297,098 pairs across 59 cell lines. The task is: Regression. Given two drug SMILES strings and cell line genomic features, predict the synergy score measuring deviation from expected non-interaction effect. (1) Drug 1: C1=NC2=C(N1)C(=S)N=C(N2)N. Drug 2: C1=NNC2=C1C(=O)NC=N2. Cell line: MDA-MB-231. Synergy scores: CSS=25.5, Synergy_ZIP=-6.64, Synergy_Bliss=2.73, Synergy_Loewe=-25.2, Synergy_HSA=-0.437. (2) Drug 1: CC=C1C(=O)NC(C(=O)OC2CC(=O)NC(C(=O)NC(CSSCCC=C2)C(=O)N1)C(C)C)C(C)C. Drug 2: CN(CCCl)CCCl.Cl. Cell line: NCI-H460. Synergy scores: CSS=56.7, Synergy_ZIP=3.13, Synergy_Bliss=1.97, Synergy_Loewe=-0.969, Synergy_HSA=3.78. (3) Synergy scores: CSS=1.68, Synergy_ZIP=-0.908, Synergy_Bliss=-0.407, Synergy_Loewe=-0.571, Synergy_HSA=-0.479. Drug 1: C1CC(=O)NC(=O)C1N2CC3=C(C2=O)C=CC=C3N. Drug 2: CC1=C(C=C(C=C1)NC(=O)C2=CC=C(C=C2)CN3CCN(CC3)C)NC4=NC=CC(=N4)C5=CN=CC=C5. Cell line: UACC62. (4) Drug 1: C1=CC=C(C=C1)NC(=O)CCCCCCC(=O)NO. Synergy scores: CSS=6.58, Synergy_ZIP=-3.23, Synergy_Bliss=-4.27, Synergy_Loewe=-3.05, Synergy_HSA=-3.88. Drug 2: C1=CC=C(C(=C1)C(C2=CC=C(C=C2)Cl)C(Cl)Cl)Cl. Cell line: A498. (5) Synergy scores: CSS=56.6, Synergy_ZIP=5.22, Synergy_Bliss=-0.399, Synergy_Loewe=-3.81, Synergy_HSA=-0.819. Drug 1: CC12CCC3C(C1CCC2=O)CC(=C)C4=CC(=O)C=CC34C. Drug 2: CC(C)NC(=O)C1=CC=C(C=C1)CNNC.Cl. Cell line: U251. (6) Drug 1: CNC(=O)C1=NC=CC(=C1)OC2=CC=C(C=C2)NC(=O)NC3=CC(=C(C=C3)Cl)C(F)(F)F. Drug 2: C1CN(P(=O)(OC1)NCCCl)CCCl. Cell line: M14. Synergy scores: CSS=-5.23, Synergy_ZIP=4.83, Synergy_Bliss=5.87, Synergy_Loewe=-3.11, Synergy_HSA=-2.83.